This data is from Forward reaction prediction with 1.9M reactions from USPTO patents (1976-2016). The task is: Predict the product of the given reaction. (1) Given the reactants [I:1][C:2]1[CH:3]=[C:4]2[C:9](=[CH:10][CH:11]=1)[N:8]=[C:7]([OH:12])[CH:6]=[C:5]2[OH:13].[F:14][C:15]([F:20])([F:19])[CH2:16][CH:17]=O.CC1NC(C)=C(C(OCC)=O)CC=1C(OCC)=O.N1C=CC=CC=1, predict the reaction product. The product is: [I:1][C:2]1[CH:3]=[C:4]2[C:9](=[CH:10][CH:11]=1)[N:8]=[C:7]([OH:12])[C:6]([CH2:17][CH2:16][C:15]([F:20])([F:19])[F:14])=[C:5]2[OH:13]. (2) Given the reactants FC1C=CC(N)=CC=1.[F:9][C:10]1[CH:17]=[CH:16][C:13]([CH2:14][NH2:15])=[CH:12][CH:11]=1.[CH3:18][O:19][CH:20]([O:23][CH3:24])[CH:21]=O.C(O[BH-](OC(=O)C)OC(=O)C)(=O)C.[Na+], predict the reaction product. The product is: [F:9][C:10]1[CH:17]=[CH:16][C:13]([CH2:14][NH:15][CH2:21][CH:20]([O:23][CH3:24])[O:19][CH3:18])=[CH:12][CH:11]=1. (3) Given the reactants C1([As](C2C=CC=CC=2)C2C=CC=CC=2)C=CC=CC=1.[F:20][C:21]1[CH:22]=[C:23]([C:28]2[CH2:32][CH:31]([CH2:33][N:34]([C:42]3[CH:46]=[CH:45][O:44][N:43]=3)[C:35]([O:37][C:38]([CH3:41])([CH3:40])[CH3:39])=[O:36])[O:30][N:29]=2)[CH:24]=[CH:25][C:26]=1I.[C:47]([O:51][C:52]([N:54]1[CH2:59][CH2:58][C:57]([Sn](C)(C)C)=[CH:56][CH2:55]1)=[O:53])([CH3:50])([CH3:49])[CH3:48], predict the reaction product. The product is: [F:20][C:21]1[CH:22]=[C:23]([C:28]2[CH2:32][CH:31]([CH2:33][N:34]([C:42]3[CH:46]=[CH:45][O:44][N:43]=3)[C:35]([O:37][C:38]([CH3:41])([CH3:40])[CH3:39])=[O:36])[O:30][N:29]=2)[CH:24]=[CH:25][C:26]=1[C:57]1[CH2:58][CH2:59][N:54]([C:52]([O:51][C:47]([CH3:50])([CH3:49])[CH3:48])=[O:53])[CH2:55][CH:56]=1. (4) Given the reactants [C:1]12([NH2:11])[CH2:10][CH:5]3[CH2:6][CH:7]([CH2:9][CH:3]([CH2:4]3)[CH2:2]1)[CH2:8]2.[NH:12]1[C:20]2[C:15](=[CH:16][CH:17]=[C:18]([CH:21]=O)[CH:19]=2)[CH:14]=[N:13]1.C12(NCC3C=CC(Br)=CC=3)CC3CC(CC(C3)C1)C2, predict the reaction product. The product is: [NH:12]1[C:20]2[C:15](=[CH:16][CH:17]=[C:18]([CH2:21][NH:11][C:1]34[CH2:8][CH:7]5[CH2:6][CH:5]([CH2:4][CH:3]([CH2:9]5)[CH2:2]3)[CH2:10]4)[CH:19]=2)[CH:14]=[N:13]1. (5) Given the reactants [N+]([C:4]1[C:13]2[C:4](=[CH:5][CH:6]=CC=2)[CH:13]=[CH:6][C:5]=1N[C:4]1[CH:13]=CC(N)=[CH:6][CH:5]=1)([O-])=O.[F:22][C:23]1[C:24]([O:34][CH3:35])=[C:25]([CH2:29][CH2:30][C:31](O)=O)[CH:26]=[CH:27][CH:28]=1.[ClH:36].FC1C=C(C=CC=1)CCC1[N:44]([C:48]2[CH:53]=[CH:52][C:51]([N:54]3[C:60](=[O:61])[CH2:59][C:58](=[O:62])[NH:57][C:56]4[C:63]5CCC[C:67]=5[CH:68]=[CH:69][C:55]3=4)=[CH:50][CH:49]=2)[CH:45]=[CH:46][N:47]=1.C(N(C1C=CC=CC=1OC)C1N(C2C=CC([N+]([O-])=O)=CC=2)C=CN=1)C1C=CC=CC=1, predict the reaction product. The product is: [ClH:36].[F:22][C:23]1[C:24]([O:34][CH3:35])=[C:25]([CH2:29][CH2:30][C:31]2[N:44]([C:48]3[CH:49]=[CH:50][C:51]([N:54]4[C:60](=[O:61])[CH2:59][C:58](=[O:62])[NH:57][C:56]5[C:63]6[C:67]([CH:68]=[CH:69][C:55]4=5)=[CH:6][CH:5]=[CH:4][CH:13]=6)=[CH:52][CH:53]=3)[CH:45]=[CH:46][N:47]=2)[CH:26]=[CH:27][CH:28]=1. (6) Given the reactants [CH2:1]([O:8][C:9]([NH:11][C@@H:12]([CH2:17][C:18]1[CH:23]=[CH:22][C:21]([O:24][CH3:25])=[CH:20][CH:19]=1)[C:13]([O:15][CH3:16])=[O:14])=[O:10])[C:2]1[CH:7]=[CH:6][CH:5]=[CH:4][CH:3]=1.[I:26]I, predict the reaction product. The product is: [CH2:1]([O:8][C:9]([NH:11][C@@H:12]([CH2:17][C:18]1[CH:23]=[CH:22][C:21]([O:24][CH3:25])=[C:20]([I:26])[CH:19]=1)[C:13]([O:15][CH3:16])=[O:14])=[O:10])[C:2]1[CH:3]=[CH:4][CH:5]=[CH:6][CH:7]=1. (7) Given the reactants [CH3:1][C:2]1[C:3]([CH:13]=[O:14])=[CH:4][NH:5][C:6]=1[C:7]1[CH:12]=[CH:11][CH:10]=[CH:9][CH:8]=1.[H-].[Na+].C1OCCOCCOCCOCCOC1.[S:32]1[CH:36]=[CH:35][C:34]([S:37](Cl)(=[O:39])=[O:38])=[CH:33]1, predict the reaction product. The product is: [CH3:1][C:2]1[C:3]([CH:13]=[O:14])=[CH:4][N:5]([S:37]([C:34]2[CH:35]=[CH:36][S:32][CH:33]=2)(=[O:39])=[O:38])[C:6]=1[C:7]1[CH:12]=[CH:11][CH:10]=[CH:9][CH:8]=1.